The task is: Regression. Given a target protein amino acid sequence and a drug SMILES string, predict the binding affinity score between them. We predict pIC50 (pIC50 = -log10(IC50 in M); higher means more potent). Dataset: bindingdb_ic50.. This data is from Drug-target binding data from BindingDB using IC50 measurements. (1) The small molecule is Cc1c(C(=O)Nc2c(C)n(C)n(C3CCCCC3)c2=O)noc1C1=CCC2(CCCC2)CC1. The target protein sequence is RPKDLKKRLMVKFRGEEGLDYGGVAREWLYLLCHEMLNPYYGLFQYSTDNIYMLQINPDSSINPDHLSYFHFVGRIMGLAVFHGHYINGGFTVPFYKQLLGKPIQLSDLESVDPELHKSLVWILENDITPVLDHTFCVEHNAFGRILQHELKPNGRNVPVTEENKKEYVRLYVNWRFMRGIEAQFLALQKGFNELIPQHLLKPFDQKELELIIGGLDKIDLNDWKSNTRLKHCVADSNIVRWFWQAVETFDEERRARLLQFVTGSTRVPLQGFKALQGSTGAAGPRLFTIHLIDANTDNLPKAHTCFNRIDIPPYESYEKLYEKLLTAVEETCGFAVE. The pIC50 is 8.6. (2) The compound is O=[V]([O-])([O-])[O-]. The target protein sequence is MEMEKEFEQIDKSGSWAAIYQDIRHEASDFPCRVAKLPKNKNRNRYRDVSPFDHSRIKLHQEDNDYINASLIKMEEAQRSYILTQGPLPNTCGHFWEMVWEQKSRGVVMLNRVMEKGSLKCAQYWPQKEEKEMIFEDTNLKLTLISEDIKSYYTVRQLELENLTTQETREILHFHYTTWPDFGVPESPASFLNFLFKVRESGSLSPEHGPVVVHCSAGIGRSGTFCLADTCLLLMDKRKDPSSVDIKKVLLEMRKFRMGLIQTADQLRFSYLAVIEGAKFIMGDSSVQDQWKELSHEDLEPPPEHIPPPPRPPKRILEPHN. The pIC50 is 7.6. (3) The compound is CN1CCc2cc3c(c4c2C1Cc1ccccc1-4)OCO3. The target protein (Q14761) has sequence MALPCTLGLGMLLALPGALGSGGSAEDSVGSSSVTVVLLLLLLLLLATGLALAWRRLSRDSGGYYHPARLGAALWGRTRRLLWASPPGRWLQARAELGSTDNDLERQEDEQDTDYDHVADGGLQADPGEGEQQCGEASSPEQVPVRAEEARDSDTEGDLVLGSPGPASAGGSAEALLSDLHAFAGSAAWDDSARAAGGQGLHVTAL. The pIC50 is 4.0. (4) The pIC50 is 4.9. The compound is O=C(Nc1nc2cc3c(cc2s1)OCCO3)C1=COCCO1. The target protein (Q9Y6Q9) has sequence MSGLGENLDPLASDSRKRKLPCDTPGQGLTCSGEKRRREQESKYIEELAELISANLSDIDNFNVKPDKCAILKETVRQIRQIKEQGKTISNDDDVQKADVSSTGQGVIDKDSLGPLLLQALDGFLFVVNRDGNIVFVSENVTQYLQYKQEDLVNTSVYNILHEEDRKDFLKNLPKSTVNGVSWTNETQRQKSHTFNCRMLMKTPHDILEDINASPEMRQRYETMQCFALSQPRAMMEEGEDLQSCMICVARRITTGERTFPSNPESFITRHDLSGKVVNIDTNSLRSSMRPGFEDIIRRCIQRFFSLNDGQSWSQKRHYQEAYLNGHAETPVYRFSLADGTIVTAQTKSKLFRNPVTNDRHGFVSTHFLQREQNGYRPNPNPVGQGIRPPMAGCNSSVGGMSMSPNQGLQMPSSRAYGLADPSTTGQMSGARYGGSSNIASLTPGPGMQSPSSYQNNNYGLNMSSPPHGSPGLAPNQQNIMISPRNRGSPKIASHQFSPV.... (5) The small molecule is O=C(Cc1cc(C(F)(F)F)cc(C(F)(F)F)c1)N[C@@H](Cc1ccccc1)C(=O)Nc1ccc(-c2cn3c(n2)sc2ccccc23)cc1. The target protein (Q75ZY9) has sequence MKAPAVLAPGILVLLFTLVQKSYGECKEALVKSEMNVNMKYQLPNFTAETPIQNVVLHKHHIYLGAVNYIYVLNDKDLQKVAEYKTGPVLEHPDCSPCQDCSHKANLSGGVWEDNINMALLVDTYYDDQLISCGSVHRGTCQRHILPPSNIADIQSEVHCMYSSQADEEPSQCPDCVVSALGTKVLISEKDRFINFFVGNTINSSDHPDHSLHSISVRRLKETQDGFKFLTDQSYIDVLPEFRDSYPIKYVHAFESNHFIYFLTVQRETLDAQTFHTRIIRFCSVDSGLHSYMEMPLECILTEKRRKRSTREEVFNILQAAYVSKPGAHLAKQIGANLNDDILYGVFAQSKPDSAEPMNRSAVCAFPIKYVNEFFNKIVNKNNVRCLQHFYGPNHEHCFNRTLLRNSSGCEARNDEYRTEFTTALQRVDLFMGQFNQVLLTSISTFIKGDLTIANLGTSEGRFMQVVVSRSGLSTPHVNFRLDSHPVSPEAIVEHPLNQN.... The pIC50 is 6.7. (6) The drug is CCC(CC)[C@H](NC(C)=O)[C@@H]1[C@H](O)[C@@H](C(=O)O)C[C@H]1NC(=N)N. The target protein sequence is MNPNQKIITIGSICMVVGIISLILQIGNIISIWISHSIQTGNQNHTGICNQGSITYKVVAGQDSTSVILTGNSSLCPIRGWAIHSKDNGIRIGSKGDVFVIREPFISCSHLECRTFFLTQGALLNDKHSRGTFKDRSPYRALMSCPVGEAPSPYNSRFESVAWSASACHDGMGWLTIGISGPDDGAVAVLKYNGIITETIKSWRKNILRTQESECTCVNGSCFTIMTDGPSDGLASYKIFKIEKGKVTKSIELNAPNSHYEECSCYPDTGKVMCVCRDNWHGSNRPWVSFDQNLDYKIGYICSGVFGDNPRPKDGTGSCGPVSADGANGVKGFSYKYGNGVWIGRTKSDSSRHGFEMIWDPNGWTETDSRFSMRQDVVAMTDRSGYSGSFVQHPELTGLDCMRPCFWVELIRGLPEENAIWTSGSIISFCGVNSDTVDWSWPDGAELPFTIDK. The pIC50 is 6.7. (7) The compound is COCCN(C)Cc1c(-c2ccc(NC(=O)NOC)cc2)sc2c1c(=O)n(-c1ccccn1)c(=O)n2Cc1c(F)cccc1F. The target protein sequence is MANSASPEQNQNHCSVINNSIPLMQGNLPTLTLSGKIRVTVTFFLFLLSATFNASFLLKLQKWTQKKEKEKKLSRMKLLLKHLTLANLLETLIVMPLDGMWNITVQWYAGEFLCKVLSYLKLFSMYAPAFMMVVISLDRSLAITRPLALKSSSKLGQSMVGLAWILSSVFAGPQLYIFRMIHLADSSGQTKVFSQCVTHCSFPQWWHQAFYNFFTFSCLFIIPLLIMLICNAKIIFTLTRVLHQDPHKLQLNQSKNNIPRARLKTLKMTVAFATSFTVCWTPYYVLGIWYWFDPEMLNRVSDPVNHFFFLFAFLNPCFDPLIYGYFSL. The pIC50 is 8.0.